From a dataset of Reaction yield outcomes from USPTO patents with 853,638 reactions. Predict the reaction yield, written as a fraction of the theoretical maximum amount of product (1.0 means a 100% yield; for example, 0.34 means a 34% yield). (1) The reactants are [Cl:1][C:2]1[CH:3]=[C:4]([C:12]2[O:16][N:15]=[C:14]([C:17]3[CH:22]=[CH:21][C:20]([OH:23])=[C:19](I)[CH:18]=3)[N:13]=2)[CH:5]=[CH:6][C:7]=1[O:8][CH2:9][CH2:10][CH3:11].[C:25]([C:27]1([NH:35][C:36](=[O:42])[O:37][C:38]([CH3:41])([CH3:40])[CH3:39])[CH2:32][O:31][C:30]([CH3:34])([CH3:33])[O:29][CH2:28]1)#[CH:26]. The catalyst is CN(C=O)C.CCN(C(C)C)C(C)C. The product is [Cl:1][C:2]1[CH:3]=[C:4]([C:12]2[O:16][N:15]=[C:14]([C:17]3[CH:22]=[CH:21][C:20]4[O:23][C:25]([C:27]5([NH:35][C:36](=[O:42])[O:37][C:38]([CH3:41])([CH3:40])[CH3:39])[CH2:32][O:31][C:30]([CH3:34])([CH3:33])[O:29][CH2:28]5)=[CH:26][C:19]=4[CH:18]=3)[N:13]=2)[CH:5]=[CH:6][C:7]=1[O:8][CH2:9][CH2:10][CH3:11]. The yield is 0.780. (2) The reactants are [CH2:1]([C@:3]12[CH2:13][CH2:12][C@@:11]([OH:20])([CH2:14][CH2:15][C:16]([F:19])([F:18])[F:17])[CH2:10][C@H:9]1[CH2:8][CH2:7][CH2:6][C:5]1[CH:21]=[C:22](OS(C(F)(F)F)(=O)=O)[CH:23]=[CH:24][C:4]2=1)[CH3:2].[CH2:33]([C@@:35]12[CH2:45][CH2:44][C@:43]([OH:52])([CH2:46][CH2:47][C:48]([F:51])([F:50])[F:49])[CH2:42][C@@H:41]1[CH2:40][CH2:39][CH2:38][C:37]1[CH:53]=[C:54](OS(C(F)(F)F)(=O)=O)[CH:55]=[CH:56][C:36]2=1)[CH3:34].CC1(C)C2C(=C(P(C3C=CC=CC=3)C3C=CC=CC=3)C=CC=2)[O:86][C:68]2C(P(C3C=CC=CC=3)C3C=CC=CC=3)=CC=CC1=2.[CH3:107][OH:108]. The catalyst is CN(C=O)C.C1C=CC(/C=C/C(/C=C/C2C=CC=CC=2)=O)=CC=1.C1C=CC(/C=C/C(/C=C/C2C=CC=CC=2)=O)=CC=1.C1C=CC(/C=C/C(/C=C/C2C=CC=CC=2)=O)=CC=1.[Pd].[Pd]. The product is [CH3:107][O:108][C:43]([C:22]1[CH:23]=[CH:24][C:4]2[C@@:3]3([CH2:1][CH3:2])[CH2:13][CH2:12][C@@:11]([OH:20])([CH2:14][CH2:15][C:16]([F:17])([F:19])[F:18])[CH2:10][C@H:9]3[CH2:8][CH2:7][CH2:6][C:5]=2[CH:21]=1)=[O:52].[CH3:107][O:108][C:68]([C:54]1[CH:55]=[CH:56][C:36]2[C@:35]3([CH2:33][CH3:34])[CH2:45][CH2:44][C@:43]([OH:52])([CH2:46][CH2:47][C:48]([F:49])([F:51])[F:50])[CH2:42][C@@H:41]3[CH2:40][CH2:39][CH2:38][C:37]=2[CH:53]=1)=[O:86]. The yield is 0.310. (3) The reactants are F[C:2]1[C:3]([CH3:22])=[N:4][C:5]2[C:10]([N:11]=1)=[C:9]([C:12]1[NH:20][C:19]3[CH2:18][CH2:17][NH:16][C:15](=[O:21])[C:14]=3[CH:13]=1)[CH:8]=[CH:7][CH:6]=2.[N:23]1[CH:28]=[CH:27][N:26]=[CH:25][C:24]=1[CH:29]([NH2:31])[CH3:30].CCN(C(C)C)C(C)C. The catalyst is CS(C)=O. The product is [CH3:22][C:3]1[C:2]([NH:31][CH:29]([C:24]2[CH:25]=[N:26][CH:27]=[CH:28][N:23]=2)[CH3:30])=[N:11][C:10]2[C:5](=[CH:6][CH:7]=[CH:8][C:9]=2[C:12]2[NH:20][C:19]3[CH2:18][CH2:17][NH:16][C:15](=[O:21])[C:14]=3[CH:13]=2)[N:4]=1. The yield is 0.550. (4) The reactants are [Cl:1][C:2]1[CH:8]=[C:7]([O:9][C:10]2[C:19]3[C:14](=[CH:15][C:16]([O:22][CH3:23])=[C:17]([O:20][CH3:21])[CH:18]=3)[N:13]=[CH:12][N:11]=2)[CH:6]=[CH:5][C:3]=1[NH2:4].ClC(Cl)(O[C:28](=[O:34])OC(Cl)(Cl)Cl)Cl.CN[C:38]1[CH:43]=[CH:42][CH:41]=[CH:40][N:39]=1.C(=O)([O-])O.[Na+].[CH2:49]([N:51](CC)CC)C. The catalyst is C(Cl)(Cl)Cl. The product is [Cl:1][C:2]1[CH:8]=[C:7]([O:9][C:10]2[C:19]3[C:14](=[CH:15][C:16]([O:22][CH3:23])=[C:17]([O:20][CH3:21])[CH:18]=3)[N:13]=[CH:12][N:11]=2)[CH:6]=[CH:5][C:3]=1[NH:4][C:28]([NH:51][CH2:49][C:38]1[CH:43]=[CH:42][CH:41]=[CH:40][N:39]=1)=[O:34]. The yield is 0.370. (5) The reactants are Cl[C:2]1[N:7]=[CH:6][N:5]=[C:4]([NH:8][CH:9]2[CH2:14][CH2:13][CH2:12][N:11]([C:15]([O:17][C:18]([CH3:21])([CH3:20])[CH3:19])=[O:16])[CH2:10]2)[CH:3]=1.[O:22]([C:29]1[CH:35]=[CH:34][C:32]([NH2:33])=[CH:31][CH:30]=1)[C:23]1[CH:28]=[CH:27][CH:26]=[CH:25][CH:24]=1.C1C=CC(P(C2C(C3C(P(C4C=CC=CC=4)C4C=CC=CC=4)=CC=C4C=3C=CC=C4)=C3C(C=CC=C3)=CC=2)C2C=CC=CC=2)=CC=1.C([O-])([O-])=O.[Cs+].[Cs+]. The catalyst is C1(C)C=CC=CC=1.CCOC(C)=O.CC([O-])=O.CC([O-])=O.[Pd+2]. The product is [O:22]([C:29]1[CH:30]=[CH:31][C:32]([NH:33][C:2]2[N:7]=[CH:6][N:5]=[C:4]([NH:8][CH:9]3[CH2:14][CH2:13][CH2:12][N:11]([C:15]([O:17][C:18]([CH3:21])([CH3:20])[CH3:19])=[O:16])[CH2:10]3)[CH:3]=2)=[CH:34][CH:35]=1)[C:23]1[CH:28]=[CH:27][CH:26]=[CH:25][CH:24]=1. The yield is 0.409. (6) The reactants are C(=O)([O-])[O-].[Na+].[Na+].Cl.F[C:9]1[CH:14]=[CH:13][C:12]([C:15]2[CH:16]=[CH:17][C:18]3[C:22]([C:23]4[CH:24]=[N:25][CH:26]=[CH:27][CH:28]=4)=[CH:21][S:20][C:19]=3[CH:29]=2)=[CH:11][CH:10]=1.[C:30](C1C=C(B(O)O)C=CC=1)(=[O:32])[CH3:31]. The catalyst is C1COCC1.C(OCC)C. The product is [N:25]1[CH:26]=[CH:27][CH:28]=[C:23]([C:22]2[C:18]3[CH:17]=[CH:16][C:15]([C:12]4[CH:11]=[C:10]([C:30](=[O:32])[CH3:31])[CH:9]=[CH:14][CH:13]=4)=[CH:29][C:19]=3[S:20][CH:21]=2)[CH:24]=1. The yield is 0.740. (7) The reactants are FC(F)(F)[C:3]1[CH:4]=[C:5]2[C:10](=[CH:11][CH:12]=1)[N:9]=[C:8]([CH3:13])[CH:7]=[CH:6]2.[CH3:16]C1C=CC=CC=1N. No catalyst specified. The product is [CH3:13][C:8]1[CH:7]=[CH:6][C:5]2[C:10](=[C:11]([CH3:16])[CH:12]=[CH:3][CH:4]=2)[N:9]=1. The yield is 0.380. (8) The product is [CH3:1][C:2]1[O:6][N:5]=[C:4]([C:7]2[CH:8]=[CH:9][CH:10]=[CH:11][CH:12]=2)[C:3]=1[CH2:13][O:14][C:15]1[CH:23]=[CH:22][C:18]([C:19]([NH:62][CH:59]2[CH2:60][CH2:61][N:56]([CH3:55])[CH2:57][CH2:58]2)=[O:21])=[CH:17][N:16]=1. The yield is 0.720. The reactants are [CH3:1][C:2]1[O:6][N:5]=[C:4]([C:7]2[CH:12]=[CH:11][CH:10]=[CH:9][CH:8]=2)[C:3]=1[CH2:13][O:14][C:15]1[CH:23]=[CH:22][C:18]([C:19]([OH:21])=O)=[CH:17][N:16]=1.F[B-](F)(F)F.N1(OC(N(C)C)=[N+](C)C)C2C=CC=CC=2N=N1.C(N(CC)C(C)C)(C)C.[CH3:55][N:56]1[CH2:61][CH2:60][CH:59]([NH2:62])[CH2:58][CH2:57]1. The catalyst is CN(C=O)C. (9) The reactants are [CH2:1]([O:8][C:9]1[CH:14]=[CH:13][CH:12]=[C:11](Br)[CH:10]=1)[C:2]1[CH:7]=[CH:6][CH:5]=[CH:4][CH:3]=1.[CH3:16][O:17][C:18]1[CH:19]=[C:20]([CH:23]=[C:24]([O:26][CH3:27])[CH:25]=1)[CH:21]=[O:22].C([Li])CCC.O1C2C=CC(C(C3C=C(OC)C=C(OC)C=3)O)=CC=2OCC1. No catalyst specified. The product is [CH2:1]([O:8][C:9]1[CH:10]=[C:11]([CH:21]([C:20]2[CH:23]=[C:24]([O:26][CH3:27])[CH:25]=[C:18]([O:17][CH3:16])[CH:19]=2)[OH:22])[CH:12]=[CH:13][CH:14]=1)[C:2]1[CH:7]=[CH:6][CH:5]=[CH:4][CH:3]=1. The yield is 0.820.